Dataset: Forward reaction prediction with 1.9M reactions from USPTO patents (1976-2016). Task: Predict the product of the given reaction. (1) Given the reactants [CH3:1][O:2][C:3]1[CH:8]=[CH:7][CH:6]=[C:5]([O:9][CH3:10])[C:4]=1[CH:11]1[N:16]([CH2:17][C:18]2[CH:23]=[CH:22][C:21]([O:24][C:25]([F:28])([F:27])[F:26])=[CH:20][CH:19]=2)[C:15](=[O:29])[CH2:14][NH:13][CH2:12]1.[CH3:30]I, predict the reaction product. The product is: [CH3:1][O:2][C:3]1[CH:8]=[CH:7][CH:6]=[C:5]([O:9][CH3:10])[C:4]=1[CH:11]1[N:16]([CH2:17][C:18]2[CH:23]=[CH:22][C:21]([O:24][C:25]([F:27])([F:28])[F:26])=[CH:20][CH:19]=2)[C:15](=[O:29])[CH2:14][N:13]([CH3:30])[CH2:12]1. (2) Given the reactants [O:1]1[C:7]2[CH:8]=[C:9]([C:12]([O:14][CH3:15])=[O:13])[CH:10]=[CH:11][C:6]=2[CH2:5][NH:4][CH2:3][CH2:2]1.CCN(CC)CC.[CH3:23][C:24]([CH3:29])([CH3:28])[C:25](Cl)=[O:26], predict the reaction product. The product is: [C:25]([N:4]1[CH2:5][C:6]2[CH:11]=[CH:10][C:9]([C:12]([O:14][CH3:15])=[O:13])=[CH:8][C:7]=2[O:1][CH2:2][CH2:3]1)(=[O:26])[C:24]([CH3:29])([CH3:28])[CH3:23]. (3) Given the reactants [CH3:1][O:2][C@@H:3]([C:28]([CH3:36])([C:30]1[CH:35]=[CH:34][CH:33]=[CH:32][CH:31]=1)[CH3:29])[C:4]([NH:6][C@@H:7]([C:24]([CH3:27])([CH3:26])[CH3:25])[C:8]([N:10]([CH3:23])[C@@H:11]([CH:20]([CH3:22])[CH3:21])/[CH:12]=[C:13](\[CH3:19])/[C:14]([O:16]CC)=[O:15])=[O:9])=[O:5].CO[C@H](C(C)(C1C=CC=CC=1)C)C(N[C@@H](C(C)(C)C)C(N(C)[C@@H](C(C)C)/C=C(\C)/C(OCC)=O)=O)=O.O.O.[OH-].[Li+], predict the reaction product. The product is: [CH3:1][O:2][C@@H:3]([C:28]([CH3:36])([C:30]1[CH:31]=[CH:32][CH:33]=[CH:34][CH:35]=1)[CH3:29])[C:4]([NH:6][C@H:7]([C:8]([N:10]([CH3:23])[C@@H:11]([CH:20]([CH3:22])[CH3:21])/[CH:12]=[C:13](\[CH3:19])/[C:14]([OH:16])=[O:15])=[O:9])[C:24]([CH3:25])([CH3:26])[CH3:27])=[O:5]. (4) The product is: [CH2:19]([N:27]1[C:9](=[O:17])[C:10]2[C:11](=[CH:13][CH:14]=[CH:15][CH:16]=2)[N:12]=[C:7]1[C:4]1[CH:3]=[CH:2][C:1]([CH3:18])=[CH:6][CH:5]=1)[CH2:20][C:21]1[CH:26]=[CH:25][CH:24]=[CH:23][CH:22]=1. Given the reactants [C:1]1([CH3:18])[CH:6]=[CH:5][C:4]([C:7]2O[C:9](=[O:17])[C:10]3[CH:16]=[CH:15][CH:14]=[CH:13][C:11]=3[N:12]=2)=[CH:3][CH:2]=1.[CH2:19]([NH2:27])[CH2:20][C:21]1[CH:26]=[CH:25][CH:24]=[CH:23][CH:22]=1, predict the reaction product.